Task: Predict the reactants needed to synthesize the given product.. Dataset: Full USPTO retrosynthesis dataset with 1.9M reactions from patents (1976-2016) (1) Given the product [C:4]([NH:7][C@H:8]([C@H:14]([OH:30])[CH2:15][CH2:16][CH2:17][CH2:18][CH2:19][CH2:20][CH2:21][CH2:22][CH2:23][CH2:24][CH2:25][CH2:26][CH2:27][CH2:28][CH3:29])[CH2:9][OH:10])(=[O:6])[CH3:5], predict the reactants needed to synthesize it. The reactants are: C(O)C.[C:4]([NH:7][C@H:8]([C@H:14]([OH:30])[CH2:15][CH2:16][CH2:17][CH2:18][CH2:19][CH2:20][CH2:21][CH2:22][CH2:23][CH2:24][CH2:25][CH2:26][CH2:27][CH2:28][CH3:29])[C:9](OCC)=[O:10])(=[O:6])[CH3:5].[BH4-].[Na+].C(OCC)(=O)C. (2) Given the product [CH3:20][N:18]([CH3:19])[CH2:17][CH2:16][C:12]1[CH:11]=[C:10]([C:5]2[CH:6]=[CH:7][CH:8]=[C:9]3[C:4]=2[CH2:3][C:2](=[O:23])[NH:1]3)[CH:15]=[CH:14][CH:13]=1, predict the reactants needed to synthesize it. The reactants are: [NH:1]1[C:9]2[C:4](=[C:5]([C:10]3[CH:11]=[C:12]([CH2:16][CH2:17][N:18]([CH3:20])[CH3:19])[CH:13]=[CH:14][CH:15]=3)[CH:6]=[CH:7][CH:8]=2)[CH:3]=[CH:2]1.C([OH:23])C.C(O)(=O)C.[Br-].[Br-].[Br-].[NH+]1C=CC=CC=1.[NH+]1C=CC=CC=1.[NH+]1C=CC=CC=1. (3) Given the product [CH3:1][C:2]([CH3:18])([CH3:17])[CH2:3][NH:4][C:5]([CH2:7][CH2:8][C:9]1[CH:10]=[CH:11][C:12]([CH2:13][NH2:14])=[CH:15][CH:16]=1)=[O:6], predict the reactants needed to synthesize it. The reactants are: [CH3:1][C:2]([CH3:18])([CH3:17])[CH2:3][NH:4][C:5]([CH2:7][CH2:8][C:9]1[CH:16]=[CH:15][C:12]([C:13]#[N:14])=[CH:11][CH:10]=1)=[O:6]. (4) Given the product [O:12]1[CH2:17][CH2:16][CH2:15][CH2:14][CH:13]1[O:11][CH2:1][CH2:2][CH2:3][CH2:4][CH2:5][CH2:6][CH2:7][CH2:8][C:9]#[CH:10], predict the reactants needed to synthesize it. The reactants are: [CH2:1]([OH:11])[CH2:2][CH2:3][CH2:4][CH2:5][CH2:6][CH2:7][CH2:8][C:9]#[CH:10].[O:12]1[CH:17]=[CH:16][CH2:15][CH2:14][CH2:13]1.CC1C=CC(S([O-])(=O)=O)=CC=1.C1C=C[NH+]=CC=1. (5) Given the product [O:15]=[C:9]1[NH:10][C:11](=[O:14])[CH:12]=[CH:13][N:8]1[C:6]1[CH:7]=[C:2]([C:34]2[S:33][CH:37]=[CH:36][CH:35]=2)[C:3]([O:31][CH3:32])=[C:4]([C:16]2[CH:24]=[C:23]3[C:19]([C:20]([CH2:25][NH:26][S:27]([CH3:30])(=[O:29])=[O:28])=[CH:21][CH2:22]3)=[CH:18][CH:17]=2)[CH:5]=1, predict the reactants needed to synthesize it. The reactants are: Br[C:2]1[C:3]([O:31][CH3:32])=[C:4]([C:16]2[CH:24]=[C:23]3[C:19]([C:20]([CH2:25][NH:26][S:27]([CH3:30])(=[O:29])=[O:28])=[CH:21][CH2:22]3)=[CH:18][CH:17]=2)[CH:5]=[C:6]([N:8]2[CH:13]=[CH:12][C:11](=[O:14])[NH:10][C:9]2=[O:15])[CH:7]=1.[S:33]1[CH:37]=[CH:36][CH:35]=[C:34]1B(O)O. (6) Given the product [NH2:2][C:3]1[S:4][CH:5]=[C:6]([C:8]2[CH:9]=[CH:10][C:11]([NH:14][C:15]([CH2:17][N:18]([C:31]3[CH:32]=[CH:33][C:34]([O:37][CH3:38])=[CH:35][CH:36]=3)[C:19](=[O:30])[C:20]3[CH:29]=[CH:28][C:23]([C:24]([O-:26])=[O:25])=[CH:22][CH:21]=3)=[O:16])=[CH:12][CH:13]=2)[N:7]=1.[Na+:40], predict the reactants needed to synthesize it. The reactants are: Cl.[NH2:2][C:3]1[S:4][CH:5]=[C:6]([C:8]2[CH:13]=[CH:12][C:11]([NH:14][C:15]([CH2:17][N:18]([C:31]3[CH:36]=[CH:35][C:34]([O:37][CH3:38])=[CH:33][CH:32]=3)[C:19](=[O:30])[C:20]3[CH:29]=[CH:28][C:23]([C:24]([O:26]C)=[O:25])=[CH:22][CH:21]=3)=[O:16])=[CH:10][CH:9]=2)[N:7]=1.[OH-].[Na+:40].